The task is: Binary Classification. Given a T-cell receptor sequence (or CDR3 region) and an epitope sequence, predict whether binding occurs between them.. This data is from TCR-epitope binding with 47,182 pairs between 192 epitopes and 23,139 TCRs. The epitope is LLDFVRFMGV. The TCR CDR3 sequence is CASSEALFTGQRPPWANVLTF. Result: 1 (the TCR binds to the epitope).